This data is from Forward reaction prediction with 1.9M reactions from USPTO patents (1976-2016). The task is: Predict the product of the given reaction. Given the reactants [Cl:1][C:2]1[N:3]=[C:4]([N:18]2[CH2:23][CH2:22][O:21][CH2:20][CH2:19]2)[C:5]2[S:10][C:9]([C:11]3[CH:12]=[CH:13][C:14]([NH2:17])=[N:15][CH:16]=3)=[CH:8][C:6]=2[N:7]=1.[C:24]([O:27][C:28]([C:31](Cl)=[O:32])([CH3:30])[CH3:29])(=[O:26])[CH3:25].C(N(CC)CC)C.CO, predict the reaction product. The product is: [C:24]([O:27][C:28]([C:31](=[O:32])[NH:17][C:14]1[CH:13]=[CH:12][C:11]([C:9]2[S:10][C:5]3[C:4]([N:18]4[CH2:19][CH2:20][O:21][CH2:22][CH2:23]4)=[N:3][C:2]([Cl:1])=[N:7][C:6]=3[CH:8]=2)=[CH:16][N:15]=1)([CH3:30])[CH3:29])(=[O:26])[CH3:25].